The task is: Predict the product of the given reaction.. This data is from Forward reaction prediction with 1.9M reactions from USPTO patents (1976-2016). (1) Given the reactants Br[C:2]1[CH:23]=[CH:22][C:5]([C:6]([NH:8][S:9]([C:12]2[CH:17]=[CH:16][CH:15]=[CH:14][C:13]=2[S:18](=[O:21])(=[O:20])[NH2:19])(=[O:11])=[O:10])=[O:7])=[CH:4][C:3]=1[O:24][CH2:25][C:26]([F:29])([F:28])[F:27].[CH3:30][CH:31]([CH3:34])[C:32]#[CH:33], predict the reaction product. The product is: [CH3:30][CH:31]([CH3:34])[C:32]#[C:33][C:2]1[CH:23]=[CH:22][C:5]([C:6]([NH:8][S:9]([C:12]2[CH:17]=[CH:16][CH:15]=[CH:14][C:13]=2[S:18](=[O:21])(=[O:20])[NH2:19])(=[O:11])=[O:10])=[O:7])=[CH:4][C:3]=1[O:24][CH2:25][C:26]([F:29])([F:28])[F:27]. (2) Given the reactants [O:1]=[CH:2][C:3]1[CH:11]=[CH:10][C:8]([OH:9])=[C:5]([O:6][CH3:7])[CH:4]=1.Cl[CH2:13][C:14]([CH3:16])=[CH2:15].C(=O)([O-])[O-].[K+].[K+].O, predict the reaction product. The product is: [CH3:7][O:6][C:5]1[CH:4]=[C:3]([CH:11]=[CH:10][C:8]=1[O:9][CH2:15][C:14]([CH3:16])=[CH2:13])[CH:2]=[O:1]. (3) Given the reactants Br[C:2]1[CH:3]=[CH:4][C:5]2[S:9][C:8]([S:10]([NH:13][C:14]3[CH:15]=[C:16]([CH:21]=[CH:22][CH:23]=3)[C:17]([O:19][CH3:20])=[O:18])(=[O:12])=[O:11])=[C:7]([CH3:24])[C:6]=2[CH:25]=1.[Li+].C[Si]([N-:31][Si](C)(C)C)(C)C, predict the reaction product. The product is: [NH2:31][C:2]1[CH:3]=[CH:4][C:5]2[S:9][C:8]([S:10]([NH:13][C:14]3[CH:15]=[C:16]([CH:21]=[CH:22][CH:23]=3)[C:17]([O:19][CH3:20])=[O:18])(=[O:12])=[O:11])=[C:7]([CH3:24])[C:6]=2[CH:25]=1. (4) Given the reactants [NH:1]1[C:5]2=[N:6][CH:7]=[CH:8][CH:9]=[C:4]2[CH:3]=[C:2]1[C:10]([O:12][CH2:13][CH3:14])=[O:11].I[C:16]1[CH:21]=[CH:20][CH:19]=[CH:18][N:17]=1, predict the reaction product. The product is: [N:17]1[CH:18]=[CH:19][CH:20]=[CH:21][C:16]=1[N:1]1[C:5]2=[N:6][CH:7]=[CH:8][CH:9]=[C:4]2[CH:3]=[C:2]1[C:10]([O:12][CH2:13][CH3:14])=[O:11]. (5) The product is: [CH3:3][C:5]1[CH2:10][CH:9]([CH2:11][CH2:12][O:13][CH2:14][C:15]2[CH:16]=[CH:17][CH:18]=[CH:19][CH:20]=2)[CH2:8][CH2:7][CH:6]=1. Given the reactants CO[C:3]([C:5]1[CH2:10][CH:9]([CH2:11][CH2:12][O:13][CH2:14][C:15]2[CH:20]=[CH:19][CH:18]=[CH:17][CH:16]=2)[CH2:8][CH2:7][CH:6]=1)=O.CC(C[AlH]CC(C)C)C.N1C=CC=CC=1.S(=O)(=O)=O.[H-].[H-].[H-].[H-].[Li+].[Al+3], predict the reaction product. (6) The product is: [NH2:19][C:11]([CH:8]1[CH2:7][CH2:6][C:5](=[O:1])[CH2:10][CH2:9]1)([C:13]1[CH:18]=[CH:17][CH:16]=[CH:15][CH:14]=1)[CH3:12]. Given the reactants [O:1]1[C:5]2([CH2:10][CH2:9][CH:8]([C:11]([NH2:19])([C:13]3[CH:18]=[CH:17][CH:16]=[CH:15][CH:14]=3)[CH3:12])[CH2:7][CH2:6]2)OCC1.Cl.ClCCl, predict the reaction product.